Dataset: Catalyst prediction with 721,799 reactions and 888 catalyst types from USPTO. Task: Predict which catalyst facilitates the given reaction. Reactant: C(OC([NH:8][CH2:9][CH2:10][CH2:11][N:12]([CH2:20][CH2:21][CH2:22][NH:23][CH:24]1[CH2:38][CH2:37][CH2:36][CH2:35][CH2:34][CH2:33][CH2:32][CH2:31][CH2:30][CH2:29][CH2:28][CH2:27][CH2:26][CH2:25]1)C(=O)OC(C)(C)C)=O)(C)(C)C.Cl. Product: [NH2:8][CH2:9][CH2:10][CH2:11][NH:12][CH2:20][CH2:21][CH2:22][NH:23][CH:24]1[CH2:38][CH2:37][CH2:36][CH2:35][CH2:34][CH2:33][CH2:32][CH2:31][CH2:30][CH2:29][CH2:28][CH2:27][CH2:26][CH2:25]1. The catalyst class is: 14.